The task is: Predict the product of the given reaction.. This data is from Forward reaction prediction with 1.9M reactions from USPTO patents (1976-2016). (1) The product is: [ClH:50].[ClH:50].[ClH:50].[ClH:50].[N:43]1([CH2:42][C:39]2[CH:40]=[CH:41][C:36]([C:19]3[N:20]=[C:21]4[C:27]5[CH:28]=[CH:29][CH:30]=[CH:31][C:26]=5[NH:25][C:24]5[N:32]=[CH:33][CH:34]=[CH:35][C:23]=5[N:22]4[C:18]=3[C:15]3[CH:14]=[CH:13][C:12]([C:8]4([NH2:7])[CH2:11][CH2:10][CH2:9]4)=[CH:17][CH:16]=3)=[CH:37][CH:38]=2)[CH2:44][CH2:45][O:46][CH2:47][CH2:48]1. Given the reactants C(OC(=O)[NH:7][C:8]1([C:12]2[CH:17]=[CH:16][C:15]([C:18]3[N:22]4[C:23]5[CH:35]=[CH:34][CH:33]=[N:32][C:24]=5[NH:25][C:26]5[CH:31]=[CH:30][CH:29]=[CH:28][C:27]=5[C:21]4=[N:20][C:19]=3[C:36]3[CH:41]=[CH:40][C:39]([CH2:42][N:43]4[CH2:48][CH2:47][O:46][CH2:45][CH2:44]4)=[CH:38][CH:37]=3)=[CH:14][CH:13]=2)[CH2:11][CH2:10][CH2:9]1)(C)(C)C.[ClH:50].O1CCOCC1, predict the reaction product. (2) Given the reactants C(OC(=O)[CH:5]([C:33]1[CH:38]=[CH:37][N:36]=[CH:35][CH:34]=1)[CH:6]([C:26]1[CH:31]=[CH:30][C:29]([Cl:32])=[CH:28][CH:27]=1)[C:7]1[CH:12]=[CH:11][CH:10]=[C:9]([C:13]2[CH:14]=[C:15]([CH:23]([CH3:25])[CH3:24])[CH:16]=[C:17]3[C:22]=2[N:21]=[CH:20][CH:19]=[CH:18]3)[CH:8]=1)C.[OH-].[Na+].Cl, predict the reaction product. The product is: [Cl:32][C:29]1[CH:30]=[CH:31][C:26]([CH:6]([C:7]2[CH:8]=[C:9]([C:13]3[CH:14]=[C:15]([CH:23]([CH3:25])[CH3:24])[CH:16]=[C:17]4[C:22]=3[N:21]=[CH:20][CH:19]=[CH:18]4)[CH:10]=[CH:11][CH:12]=2)[CH2:5][C:33]2[CH:34]=[CH:35][N:36]=[CH:37][CH:38]=2)=[CH:27][CH:28]=1. (3) Given the reactants [CH3:1][O:2][C:3](=[O:18])[CH2:4][CH2:5][C:6]1[CH:11]=[CH:10][C:9]([O:12][CH2:13][CH2:14][CH2:15][OH:16])=[CH:8][C:7]=1[CH3:17].CCN(CC)CC.[CH3:26][S:27](Cl)(=[O:29])=[O:28], predict the reaction product. The product is: [CH3:1][O:2][C:3](=[O:18])[CH2:4][CH2:5][C:6]1[CH:11]=[CH:10][C:9]([O:12][CH2:13][CH2:14][CH2:15][O:16][S:27]([CH3:26])(=[O:29])=[O:28])=[CH:8][C:7]=1[CH3:17]. (4) Given the reactants [Br:1][C:2]1[CH:10]=[CH:9][CH:8]=[C:7]([NH:11][C:12]2[C:17]([CH3:18])=[CH:16][C:15]([CH3:19])=[CH:14][C:13]=2[CH3:20])[C:3]=1[C:4]([OH:6])=O.CN(C(O[N:29]1N=N[C:31]2[CH:32]=CC=N[C:30]1=2)=[N+](C)C)C.F[P-](F)(F)(F)(F)F.C(N)C=C.[OH-].[Na+], predict the reaction product. The product is: [CH2:30]([NH:29][C:4](=[O:6])[C:3]1[C:7]([NH:11][C:12]2[C:17]([CH3:18])=[CH:16][C:15]([CH3:19])=[CH:14][C:13]=2[CH3:20])=[CH:8][CH:9]=[CH:10][C:2]=1[Br:1])[CH:31]=[CH2:32].